From a dataset of Full USPTO retrosynthesis dataset with 1.9M reactions from patents (1976-2016). Predict the reactants needed to synthesize the given product. (1) Given the product [Cl:16][C:17]1[CH:22]=[CH:21][C:20]([NH:23][C:24](=[O:31])[CH2:25][O:26][CH2:27][C:28]([N:3]([CH2:1][CH3:2])[C:4]2[CH:9]=[C:8]([C:10]3[CH:14]=[CH:13][O:12][CH:11]=3)[CH:7]=[CH:6][C:5]=2[CH3:15])=[O:30])=[C:19]([CH:18]=1)[C:32]([OH:34])=[O:33], predict the reactants needed to synthesize it. The reactants are: [CH2:1]([NH:3][C:4]1[CH:9]=[C:8]([C:10]2[CH:14]=[CH:13][O:12][CH:11]=2)[CH:7]=[CH:6][C:5]=1[CH3:15])[CH3:2].[Cl:16][C:17]1[CH:22]=[CH:21][C:20]([NH:23][C:24](=[O:31])[CH2:25][O:26][CH2:27][C:28]([OH:30])=O)=[C:19]([C:32]([O:34]C)=[O:33])[CH:18]=1. (2) Given the product [NH2:14][C:13]1[CH:12]=[CH:11][C:10]([C:17]([O:19][CH2:20][C:21]2[CH:22]=[CH:23][CH:24]=[CH:25][CH:26]=2)=[O:18])=[C:8]2[C:7]=1[O:6][CH:5]([CH2:4][N:2]([CH3:3])[CH3:1])[CH2:9]2, predict the reactants needed to synthesize it. The reactants are: [CH3:1][N:2]([CH2:4][CH:5]1[CH2:9][C:8]2=[C:10]([C:17]([O:19][CH2:20][C:21]3[CH:26]=[CH:25][CH:24]=[CH:23][CH:22]=3)=[O:18])[CH:11]=[CH:12][C:13]([N+:14]([O-])=O)=[C:7]2[O:6]1)[CH3:3].